From a dataset of hERG Central: cardiac toxicity at 1µM, 10µM, and general inhibition. Predict hERG channel inhibition at various concentrations. (1) The compound is CCOC(=O)CC1CCCCN1Cc1cn[nH]c1-c1ccc(F)cc1F. Results: hERG_inhib (hERG inhibition (general)): blocker. (2) The molecule is O=C(Nc1ccccc1F)NC1CCN(Cc2nnnn2Cc2ccc(F)cc2)CC1. Results: hERG_inhib (hERG inhibition (general)): blocker. (3) The molecule is O=C(c1nn(Cc2ccccc2)c(=O)c2ccccc12)N1CCN(C/C=C/c2ccccc2)CC1. Results: hERG_inhib (hERG inhibition (general)): blocker. (4) The compound is O=C(NCC(=O)N1CCN(Cc2ccccc2)CC1)c1ccc(Br)cc1. Results: hERG_inhib (hERG inhibition (general)): blocker. (5) The drug is CN(c1ccc(OCC(=O)NCc2cccnc2)cc1)S(=O)(=O)c1ccc(Cl)cc1. Results: hERG_inhib (hERG inhibition (general)): blocker. (6) The drug is Cc1cc(=O)oc2c(C)c(OCC(=O)N3CCN(C(=O)C4COc5ccccc5O4)CC3)ccc12. Results: hERG_inhib (hERG inhibition (general)): blocker.